This data is from Forward reaction prediction with 1.9M reactions from USPTO patents (1976-2016). The task is: Predict the product of the given reaction. Given the reactants [CH3:1][S:2]([Cl:5])(=[O:4])=[O:3].[Cl-:6].[Cl-].[Cl-].[Al+3:9].[Cl-].[Na+:11], predict the reaction product. The product is: [CH3:1][S:2]([Cl:5])(=[O:4])=[O:3].[Cl-:6].[Cl-:5].[Cl-:5].[Al+3:9].[Cl-:5].[Na+:11].